From a dataset of Full USPTO retrosynthesis dataset with 1.9M reactions from patents (1976-2016). Predict the reactants needed to synthesize the given product. (1) Given the product [F:1][C:2]1[CH:7]=[C:6]([N:8]2[CH:13]=[CH:12][CH:11]=[CH:10][C:9]2=[O:14])[CH:5]=[CH:4][C:3]=1[CH2:15][C:16]([C:18]1[N:22]([C:23]2[CH:24]=[CH:25][C:26]([O:29][CH3:30])=[CH:27][CH:28]=2)[N:21]=[C:20]([C:31]([NH2:32])=[O:34])[CH:19]=1)=[O:17], predict the reactants needed to synthesize it. The reactants are: [F:1][C:2]1[CH:7]=[C:6]([N:8]2[CH:13]=[CH:12][CH:11]=[CH:10][C:9]2=[O:14])[CH:5]=[CH:4][C:3]=1[CH2:15][C:16]([C:18]1[N:22]([C:23]2[CH:28]=[CH:27][C:26]([O:29][CH3:30])=[CH:25][CH:24]=2)[N:21]=[C:20]([C:31]#[N:32])[CH:19]=1)=[O:17].S(O)(O)(=O)=[O:34].C(OCC)(=O)C. (2) Given the product [CH3:1][O:2][CH:3]1[CH2:4][CH2:5][C:6]2([NH:10][C:9](=[O:11])[CH:8]([C:12]3[CH:23]=[CH:22][CH:21]=[CH:20][CH:19]=3)[C:7]2=[O:16])[CH2:17][CH2:18]1, predict the reactants needed to synthesize it. The reactants are: [CH3:1][O:2][CH:3]1[CH2:18][CH2:17][C:6]2([NH:10][C:9](=[O:11])[CH:8]([C:12](OC)=O)[C:7]2=[O:16])[CH2:5][CH2:4]1.[CH3:19][C:20]1(C)N[C:23](=O)[CH2:22][C:21]1=O. (3) Given the product [CH3:1][C:8]1([CH3:7])[C:9](=[O:5])[CH2:12][CH2:13][N:14]([C:17]([O:19][C:20]([CH3:22])([CH3:21])[CH3:23])=[O:18])[CH2:15]1, predict the reactants needed to synthesize it. The reactants are: [CH3:1]I.[H-].[Na+].[O:5]1[CH2:9][CH2:8][CH2:7]C1.O=C1C[CH2:15][N:14]([C:17]([O:19][C:20]([CH3:23])([CH3:22])[CH3:21])=[O:18])[CH2:13][CH2:12]1. (4) Given the product [Br:26][CH2:27][CH2:28][O:21][C:5]1[C:6]([O:10][CH2:11][CH2:12][CH2:13][C:14]2[CH:19]=[CH:18][C:17]([F:20])=[CH:16][CH:15]=2)=[C:7]([O:8][CH3:9])[C:2]([Cl:1])=[C:3]([CH3:25])[C:4]=1[C:22](=[O:24])[CH3:23], predict the reactants needed to synthesize it. The reactants are: [Cl:1][C:2]1[C:3]([CH3:25])=[C:4]([C:22](=[O:24])[CH3:23])[C:5]([OH:21])=[C:6]([O:10][CH2:11][CH2:12][CH2:13][C:14]2[CH:19]=[CH:18][C:17]([F:20])=[CH:16][CH:15]=2)[C:7]=1[O:8][CH3:9].[Br:26][CH2:27][CH2:28]Br. (5) Given the product [CH3:22][C:23]([S:9][C:5]1[CH:6]=[CH:7][CH:8]=[C:3]([C:2]([F:1])([F:20])[F:21])[CH:4]=1)([CH3:28])[CH2:24][C:25]([OH:27])=[O:26], predict the reactants needed to synthesize it. The reactants are: [F:1][C:2]([F:21])([F:20])[C:3]1[CH:4]=[C:5]([S:9](C2C=CC(C#N)=CC=2)(=O)=O)[CH:6]=[CH:7][CH:8]=1.[CH3:22][C:23]([CH3:28])=[CH:24][C:25]([OH:27])=[O:26].II. (6) Given the product [CH3:36][NH:38][C:41]([NH:19][C:18]1[CH:20]=[CH:21][C:15]([C:13]2[N:12]=[C:11]3[N:22]([CH:25]4[CH2:26][CH2:27][N:28]([CH2:31][C:32]([F:34])([F:35])[F:33])[CH2:29][CH2:30]4)[N:23]=[CH:24][C:10]3=[C:9]([N:3]3[CH2:4][CH:5]4[O:8][CH:1]([CH2:7][CH2:6]4)[CH2:2]3)[N:14]=2)=[CH:16][CH:17]=1)=[O:46], predict the reactants needed to synthesize it. The reactants are: [CH:1]12[O:8][CH:5]([CH2:6][CH2:7]1)[CH2:4][N:3]([C:9]1[N:14]=[C:13]([C:15]3[CH:21]=[CH:20][C:18]([NH2:19])=[CH:17][CH:16]=3)[N:12]=[C:11]3[N:22]([CH:25]4[CH2:30][CH2:29][N:28]([CH2:31][C:32]([F:35])([F:34])[F:33])[CH2:27][CH2:26]4)[N:23]=[CH:24][C:10]=13)[CH2:2]2.[CH2:36]([N:38]([CH2:41]C)CC)C.ClC(Cl)([O:46]C(=O)OC(Cl)(Cl)Cl)Cl.CN. (7) The reactants are: [C:1](Cl)(=O)[C:2]([Cl:4])=[O:3].[CH3:7][C:8]1[CH:13]=[CH:12][C:11]([C:14]2[O:15][C:16]([CH3:19])=[N:17][N:18]=2)=[CH:10][C:9]=1[C:20]1[CH:25]=[CH:24]C(C(O)=O)=[CH:22][CH:21]=1. Given the product [CH3:7][C:8]1[CH:13]=[CH:12][C:11]([C:14]2[O:15][C:16]([CH3:19])=[N:17][N:18]=2)=[CH:10][C:9]=1[C:20]1[CH:25]=[CH:24][C:1]([C:2]([Cl:4])=[O:3])=[CH:22][CH:21]=1, predict the reactants needed to synthesize it. (8) Given the product [Cl:13][C:14]1[CH:19]=[CH:18][C:17]([C:2]2[C:7]([C:8]([O:10][CH3:11])=[O:9])=[C:6]([CH3:12])[N:5]=[CH:4][CH:3]=2)=[C:16]([F:29])[C:15]=1[O:30][CH3:31], predict the reactants needed to synthesize it. The reactants are: Cl[C:2]1[C:7]([C:8]([O:10][CH3:11])=[O:9])=[C:6]([CH3:12])[N:5]=[CH:4][CH:3]=1.[Cl:13][C:14]1[CH:19]=[CH:18][C:17](B2OC(C)(C)C(C)(C)O2)=[C:16]([F:29])[C:15]=1[O:30][CH3:31].P(=O)(O)(O)O.[K]. (9) Given the product [Br:16][C:17]1[CH:22]=[CH:21][C:20]([CH:2]([C:1]([O:8][CH3:9])=[O:7])[C:3]([O:5][CH3:6])=[O:4])=[C:19]([N+:24]([O-:26])=[O:25])[CH:18]=1, predict the reactants needed to synthesize it. The reactants are: [C:1]([O:8][CH3:9])(=[O:7])[CH2:2][C:3]([O:5][CH3:6])=[O:4].C([O-])([O-])=O.[K+].[K+].[Br:16][C:17]1[CH:22]=[CH:21][C:20](F)=[C:19]([N+:24]([O-:26])=[O:25])[CH:18]=1. (10) The reactants are: [F:1][C:2]1[CH:7]=[CH:6][C:5]([S:8][C:9]2[N:10]=[C:11]([N:19]([C:27]3[N:31](CC4C=CC(OC)=CC=4)[N:30]=[CH:29][CH:28]=3)C(=O)OC(C)(C)C)[C:12]3[CH:17]=[CH:16][N:15]([CH3:18])[C:13]=3[N:14]=2)=[CH:4][CH:3]=1. Given the product [F:1][C:2]1[CH:7]=[CH:6][C:5]([S:8][C:9]2[N:10]=[C:11]([NH:19][C:27]3[CH:28]=[CH:29][NH:30][N:31]=3)[C:12]3[CH:17]=[CH:16][N:15]([CH3:18])[C:13]=3[N:14]=2)=[CH:4][CH:3]=1, predict the reactants needed to synthesize it.